From a dataset of Forward reaction prediction with 1.9M reactions from USPTO patents (1976-2016). Predict the product of the given reaction. (1) The product is: [CH2:18]([S:17][C:12]1[CH:13]=[CH:14][CH:15]=[CH:16][C:11]=1[C:9]1[N:8]([CH3:20])[C:5]2=[N:6][CH:7]=[C:2]([C:32]3[CH:31]=[CH:30][CH:29]=[C:28]([F:27])[CH:33]=3)[CH:3]=[C:4]2[N:10]=1)[CH3:19]. Given the reactants Br[C:2]1[CH:3]=[C:4]2[N:10]=[C:9]([C:11]3[CH:16]=[CH:15][CH:14]=[CH:13][C:12]=3[S:17][CH2:18][CH3:19])[N:8]([CH3:20])[C:5]2=[N:6][CH:7]=1.O1CCOCC1.[F:27][C:28]1[CH:29]=[C:30](B(O)O)[CH:31]=[CH:32][CH:33]=1.C(=O)([O-])[O-].[Na+].[Na+], predict the reaction product. (2) The product is: [ClH:7].[N:8]12[CH2:15][CH2:14][CH:11]([CH2:12][CH2:13]1)[C@H:10]([NH:16][C:17]([C:19]1[S:20][C:21]3[C:27]([C:35]4[CH:34]=[CH:33][CH:32]=[C:31]([O:30][CH3:29])[CH:36]=4)=[CH:26][CH:25]=[CH:24][C:22]=3[CH:23]=1)=[O:18])[CH2:9]2. Given the reactants C(=O)([O-])[O-].[Na+].[Na+].[ClH:7].[N:8]12[CH2:15][CH2:14][CH:11]([CH2:12][CH2:13]1)[C@H:10]([NH:16][C:17]([C:19]1[S:20][C:21]3[C:27](Br)=[CH:26][CH:25]=[CH:24][C:22]=3[CH:23]=1)=[O:18])[CH2:9]2.[CH3:29][O:30][C:31]1[CH:32]=[C:33](B(O)O)[CH:34]=[CH:35][CH:36]=1, predict the reaction product. (3) Given the reactants Cl[C:2]1[CH:3]=[CH:4][C:5]2[N:6]([C:8]([C@H:11]([C:13]3[C:14]([F:24])=[C:15]4[C:20](=[CH:21][C:22]=3[F:23])[N:19]=[CH:18][CH:17]=[CH:16]4)[CH3:12])=[CH:9][N:10]=2)[N:7]=1.[N:25]1([C:31]([NH2:33])=[O:32])[CH2:30][CH2:29][NH:28][CH2:27][CH2:26]1, predict the reaction product. The product is: [F:24][C:14]1[C:13]([C@@H:11]([C:8]2[N:6]3[N:7]=[C:2]([N:28]4[CH2:29][CH2:30][N:25]([C:31]([NH2:33])=[O:32])[CH2:26][CH2:27]4)[CH:3]=[CH:4][C:5]3=[N:10][CH:9]=2)[CH3:12])=[C:22]([F:23])[CH:21]=[C:20]2[C:15]=1[CH:16]=[CH:17][CH:18]=[N:19]2. (4) Given the reactants [Cl:1][C:2]1[CH:7]=[CH:6][C:5]([O:8][C:9]2[CH:16]=[CH:15][C:14]([CH2:17][O:18][C:19]3[NH:20][C:21](=[O:25])[N:22]=[CH:23][CH:24]=3)=[CH:13][C:10]=2[C:11]#[N:12])=[CH:4][C:3]=1[C:26]([F:29])([F:28])[F:27].Br[CH2:31][CH3:32], predict the reaction product. The product is: [Cl:1][C:2]1[CH:7]=[CH:6][C:5]([O:8][C:9]2[CH:16]=[CH:15][C:14]([CH2:17][O:18][C:19]3[CH:24]=[CH:23][N:22]([CH2:31][CH3:32])[C:21](=[O:25])[N:20]=3)=[CH:13][C:10]=2[C:11]#[N:12])=[CH:4][C:3]=1[C:26]([F:27])([F:29])[F:28]. (5) Given the reactants [C:1]([O:7][CH3:8])(=[O:6])[CH2:2][C:3]([CH3:5])=[O:4].[CH3:9][C:10]([CH3:12])=O.C(OC(=O)C)(=O)C, predict the reaction product. The product is: [C:3]([C:2](=[C:10]([CH3:12])[CH3:9])[C:1]([O:7][CH3:8])=[O:6])(=[O:4])[CH3:5]. (6) Given the reactants [CH2:1]=[CH:2][C:3]1[CH:8]=[CH:7][CH:6]=[CH:5][CH:4]=1.I[C:10]1[CH:15]=[CH:14][CH:13]=[CH:12][CH:11]=1, predict the reaction product. The product is: [C:3]1(/[CH:2]=[CH:1]/[C:10]2[CH:15]=[CH:14][CH:13]=[CH:12][CH:11]=2)[CH:8]=[CH:7][CH:6]=[CH:5][CH:4]=1.